From a dataset of Experimentally validated miRNA-target interactions with 360,000+ pairs, plus equal number of negative samples. Binary Classification. Given a miRNA mature sequence and a target amino acid sequence, predict their likelihood of interaction. The miRNA is hsa-miR-6879-5p with sequence CAGGGCAGGGAAGGUGGGAGAG. The protein sequence of the target gene is MPVKKKRKSPGVAAAVAEDGGLKKCKISSYCRSQPPARLISGEEHFSSKKCLAWFYEYAGPDEVVGPEGMEKFCEDIGVEPENIIMLVLAWKLEAESMGFFTKEEWLKGMTSLQCDCTEKLQNKFDFLRSQLNDISSFKNIYRYAFDFARDKDQRSLDIDTAKSMLALLLGRTWPLFSVFYQYLEQSKYRVMNKDQWYNVLEFSRTVHADLSNYDEDGAWPVLLDEFVEWQKVRQTS. Result: 1 (interaction).